From a dataset of Full USPTO retrosynthesis dataset with 1.9M reactions from patents (1976-2016). Predict the reactants needed to synthesize the given product. (1) Given the product [CH2:9]([S:8][C:5]1[CH:6]=[CH:7][C:2]([NH:1][C:27]2[CH:26]=[C:25]([Cl:33])[C:24]([Br:23])=[CH:29][C:28]=2[O:30][CH3:31])=[C:3](/[CH:16]=[CH:17]/[C:18]([O:20][CH2:21][CH3:22])=[O:19])[CH:4]=1)[C:10]1[CH:15]=[CH:14][CH:13]=[CH:12][CH:11]=1, predict the reactants needed to synthesize it. The reactants are: [NH2:1][C:2]1[CH:7]=[CH:6][C:5]([S:8][CH2:9][C:10]2[CH:15]=[CH:14][CH:13]=[CH:12][CH:11]=2)=[CH:4][C:3]=1/[CH:16]=[CH:17]/[C:18]([O:20][CH2:21][CH3:22])=[O:19].[Br:23][C:24]1[CH:29]=[C:28]([O:30][CH3:31])[C:27](I)=[CH:26][C:25]=1[Cl:33].C(=O)([O-])[O-].[Cs+].[Cs+].COC1CCCC1. (2) Given the product [F:1][C:2]1[CH:7]=[CH:6][C:5](/[C:8](/[C:12]2[CH:13]=[N:14][C:15]([N:18]3[CH2:23][CH2:22][NH:21][CH2:20][CH2:19]3)=[N:16][CH:17]=2)=[CH:9]\[CH3:10])=[CH:4][CH:3]=1, predict the reactants needed to synthesize it. The reactants are: [F:1][C:2]1[CH:7]=[CH:6][C:5]([C:8]([C:12]2[CH:13]=[N:14][C:15]([N:18]3[CH2:23][CH2:22][NH:21][CH2:20][CH2:19]3)=[N:16][CH:17]=2)(O)[CH2:9][CH3:10])=[CH:4][CH:3]=1.Cl. (3) Given the product [Cl:1][C:2]1[C:3]([CH2:31][N:89]2[CH2:90][CH2:91][C@@H:87]([CH2:86][NH:78][CH3:77])[CH2:88]2)=[C:4]([O:26][C:27]([F:28])([F:29])[F:30])[CH:5]=[C:6]2[C:11]=1[N:10]=[CH:9][N:8]([CH2:12][C:13]1[CH:18]=[C:17]([Cl:19])[CH:16]=[CH:15][C:14]=1[S:20]([CH2:23][CH3:24])(=[O:21])=[O:22])[C:7]2=[O:25], predict the reactants needed to synthesize it. The reactants are: [Cl:1][C:2]1[C:3]([CH:31]=O)=[C:4]([O:26][C:27]([F:30])([F:29])[F:28])[CH:5]=[C:6]2[C:11]=1[N:10]=[CH:9][N:8]([CH2:12][C:13]1[CH:18]=[C:17]([Cl:19])[CH:16]=[CH:15][C:14]=1[S:20]([CH2:23][CH3:24])(=[O:22])=[O:21])[C:7]2=[O:25].ClC1C(CN2CC[C@@H](NC(=O)OC(C)(C)C)C2)=C(OC(F)(F)F)C=C2C=1N=CN(CC1C=C(Cl)C=CC=1S(CC)(=O)=O)C2=O.[CH3:77][N:78]([CH2:86][C@@H:87]1[CH2:91][CH2:90][NH:89][CH2:88]1)C(=O)OC(C)(C)C. (4) Given the product [CH2:7]([NH:14][CH2:15][CH2:16][CH2:17][CH2:18][CH2:19][C:20]#[CH:21])[C:8]1[CH:13]=[CH:12][CH:11]=[CH:10][CH:9]=1, predict the reactants needed to synthesize it. The reactants are: [H-].[Al+3].[Li+].[H-].[H-].[H-].[CH2:7]([NH:14][C:15](=O)[CH2:16][CH2:17][CH2:18][CH2:19][C:20]#[CH:21])[C:8]1[CH:13]=[CH:12][CH:11]=[CH:10][CH:9]=1.O.[OH-].[Na+].